From a dataset of hERG Central: cardiac toxicity at 1µM, 10µM, and general inhibition. Predict hERG channel inhibition at various concentrations. The molecule is CCCCC(c1nnnn1Cc1ccco1)N1CCN(C(=O)c2ccco2)CC1.Cl. Results: hERG_inhib (hERG inhibition (general)): blocker.